Dataset: Full USPTO retrosynthesis dataset with 1.9M reactions from patents (1976-2016). Task: Predict the reactants needed to synthesize the given product. (1) The reactants are: [NH:1]1[C:5]2[CH:6]=[CH:7][C:8]([C:10]([OH:12])=O)=[CH:9][C:4]=2[N:3]=[CH:2]1.[CH3:13][C:14]1[CH:15]=[CH:16][C:17]2[CH2:18][C@H:19]3[C@@H:24]([C:25]=2[CH:26]=1)[CH2:23][CH2:22][CH2:21][NH:20]3. Given the product [NH:1]1[C:5]2[CH:6]=[CH:7][C:8]([C:10]([N:20]3[CH2:21][CH2:22][CH2:23][C@@H:24]4[C:25]5[CH:26]=[C:14]([CH3:13])[CH:15]=[CH:16][C:17]=5[CH2:18][C@H:19]34)=[O:12])=[CH:9][C:4]=2[N:3]=[CH:2]1, predict the reactants needed to synthesize it. (2) Given the product [F:1][C:2]([F:14])([F:13])[C:3]1[C:8]2[CH2:9][CH:18]([C:17]([OH:15])=[O:19])[C:7]=2[CH:6]=[CH:5][CH:4]=1, predict the reactants needed to synthesize it. The reactants are: [F:1][C:2]([F:14])([F:13])[C:3]1[C:8]2[CH2:9]C(C#N)[C:7]=2[CH:6]=[CH:5][CH:4]=1.[OH-:15].[K+].[CH2:17]([OH:19])[CH3:18]. (3) Given the product [C:15]([C:13]1[CH:12]=[CH:11][N:10]=[C:9]([NH:8][C:6](=[O:7])[C:5]2[CH:17]=[CH:18][C:2]([B:22]3[O:23][C:24]([CH3:26])([CH3:25])[C:20]([CH3:36])([CH3:19])[O:21]3)=[CH:3][CH:4]=2)[CH:14]=1)#[N:16], predict the reactants needed to synthesize it. The reactants are: Br[C:2]1[CH:18]=[CH:17][C:5]([C:6]([NH:8][C:9]2[CH:14]=[C:13]([C:15]#[N:16])[CH:12]=[CH:11][N:10]=2)=[O:7])=[CH:4][CH:3]=1.[CH3:19][C:20]1([CH3:36])[C:24]([CH3:26])([CH3:25])[O:23][B:22]([B:22]2[O:23][C:24]([CH3:26])([CH3:25])[C:20]([CH3:36])([CH3:19])[O:21]2)[O:21]1.C([O-])([O-])=O.[K+].[K+]. (4) Given the product [C:21]([O:20][C:18](=[O:25])[NH:19][C:2]1[CH:7]=[CH:6][N:5]2[N:8]=[C:9]([C:11]3[C:12]([F:17])=[N:13][CH:14]=[CH:15][CH:16]=3)[N:10]=[C:4]2[CH:3]=1)([CH3:24])([CH3:23])[CH3:22], predict the reactants needed to synthesize it. The reactants are: Br[C:2]1[CH:7]=[CH:6][N:5]2[N:8]=[C:9]([C:11]3[C:12]([F:17])=[N:13][CH:14]=[CH:15][CH:16]=3)[N:10]=[C:4]2[CH:3]=1.[C:18](=[O:25])([O:20][C:21]([CH3:24])([CH3:23])[CH3:22])[NH2:19]. (5) Given the product [F:24][C:6]1[CH:5]=[C:4]([C:25]2[CH:30]=[CH:29][C:28]([C:31]3[N:35]([CH3:38])[N:34]=[N:33][N:32]=3)=[CH:27][CH:26]=2)[CH:3]=[C:2]([F:1])[C:7]=1[O:8][CH2:9][CH:10]1[CH2:15][CH2:14][N:13]([C:16]2[N:17]=[CH:18][C:19]([CH2:22][CH3:23])=[CH:20][N:21]=2)[CH2:12][CH2:11]1, predict the reactants needed to synthesize it. The reactants are: [F:1][C:2]1[CH:3]=[C:4]([C:25]2[CH:30]=[CH:29][C:28]([C:31]3[NH:35][N:34]=[N:33][N:32]=3)=[CH:27][CH:26]=2)[CH:5]=[C:6]([F:24])[C:7]=1[O:8][CH2:9][CH:10]1[CH2:15][CH2:14][N:13]([C:16]2[N:21]=[CH:20][C:19]([CH2:22][CH3:23])=[CH:18][N:17]=2)[CH2:12][CH2:11]1.CI.[C:38]([O-])([O-])=O.[Cs+].[Cs+].